This data is from Blood-brain barrier permeability regression values from the B3DB database. The task is: Regression/Classification. Given a drug SMILES string, predict its absorption, distribution, metabolism, or excretion properties. Task type varies by dataset: regression for continuous measurements (e.g., permeability, clearance, half-life) or binary classification for categorical outcomes (e.g., BBB penetration, CYP inhibition). For this dataset (b3db_regression), we predict Y. (1) The molecule is CCCN1CCC[C@H]2[C@H]1CC3=CN=C(N=C3C2)N.Cl.Cl. The Y is 0.250 log(BB ratio). (2) The Y is 0 log(BB ratio). The compound is CCOCC. (3) The drug is C1CCN(CC1)CCOC2=CC=C(C=C2)OC3=C(C=CC4=C3C=CC(=C4)O)C5=CC(=CC=C5)O. The Y is -0.570 log(BB ratio). (4) The molecule is CCCCC1(C(=O)NC(=O)NC1=O)CC. The Y is 0.190 log(BB ratio). (5) The molecule is CC1=CC=C(C=C1)CN2C3=CC=CC=C3N=C2[C@H]4CNCCO4. The Y is 0.360 log(BB ratio). (6) The drug is CC(C)N1CCN(CC1)C2=CC=C(C=C2)I. The Y is 1.38 log(BB ratio).